From a dataset of Full USPTO retrosynthesis dataset with 1.9M reactions from patents (1976-2016). Predict the reactants needed to synthesize the given product. (1) Given the product [CH3:37][O:36][C:27]1[CH:28]=[C:29]2[C:24](=[CH:25][CH:26]=1)[N:23]=[C:22]([C:9]1[CH2:14][CH2:13][CH:12]([C:15]([O:17][CH2:18][CH3:19])=[O:16])[CH2:11][CH:10]=1)[C:31]([C:32]([F:35])([F:33])[F:34])=[N:30]2, predict the reactants needed to synthesize it. The reactants are: CC1(C)C(C)(C)OB([C:9]2[CH2:14][CH2:13][CH:12]([C:15]([O:17][CH2:18][CH3:19])=[O:16])[CH2:11][CH:10]=2)O1.Cl[C:22]1[C:31]([C:32]([F:35])([F:34])[F:33])=[N:30][C:29]2[C:24](=[CH:25][CH:26]=[C:27]([O:36][CH3:37])[CH:28]=2)[N:23]=1. (2) Given the product [Br-:2].[Cl:20][C:14]1[CH:15]=[CH:16][CH:17]=[C:18]([Cl:19])[C:13]=1[CH2:12][Zn+:1], predict the reactants needed to synthesize it. The reactants are: [Zn:1].[Br:2]CCBr.Cl[Si](C)(C)C.Br[CH2:12][C:13]1[C:18]([Cl:19])=[CH:17][CH:16]=[CH:15][C:14]=1[Cl:20]. (3) Given the product [O:7]=[C:6]([NH:8][C@H:9]1[N:15]=[C:14]([C:16]2[CH:17]=[CH:18][CH:19]=[CH:20][CH:21]=2)[C:13]2[CH:22]=[CH:23][CH:24]=[CH:25][C:12]=2[N:11]([CH3:26])[C:10]1=[O:27])[C@@H:5]([CH2:4][CH:1]1[CH2:2][CH2:3]1)[CH2:28][CH2:29][CH2:30][CH2:31][CH3:32], predict the reactants needed to synthesize it. The reactants are: [CH:1]1([CH2:4][C@H:5]([C@@H:28](OS(N2C=CN=C2)=O)[CH2:29][CH2:30][CH2:31][CH3:32])[C:6]([NH:8][C@H:9]2[N:15]=[C:14]([C:16]3[CH:21]=[CH:20][CH:19]=[CH:18][CH:17]=3)[C:13]3[CH:22]=[CH:23][CH:24]=[CH:25][C:12]=3[N:11]([CH3:26])[C:10]2=[O:27])=[O:7])[CH2:3][CH2:2]1.C([SnH](CCCC)CCCC)CCC. (4) Given the product [CH3:9][C:4]1[CH:5]=[C:6]([CH3:8])[CH:7]=[C:2]([CH3:1])[C:3]=1[NH:10][C:11]([NH:13][C:14]1[CH:15]=[C:16]([C:35]2[CH:36]=[CH:37][CH:38]=[CH:39][CH:40]=2)[CH:17]=[CH:18][C:19]=1[C:20]([NH:22][C:23]1([C:31]([O:33][CH3:34])=[O:32])[CH2:30][CH2:29][CH2:28][CH2:27][CH2:26][CH2:25][CH2:24]1)=[O:21])=[O:12], predict the reactants needed to synthesize it. The reactants are: [CH3:1][C:2]1[CH:7]=[C:6]([CH3:8])[CH:5]=[C:4]([CH3:9])[C:3]=1[N:10]=[C:11]=[O:12].[NH2:13][C:14]1[CH:15]=[C:16]([C:35]2[CH:40]=[CH:39][CH:38]=[CH:37][CH:36]=2)[CH:17]=[CH:18][C:19]=1[C:20]([NH:22][C:23]1([C:31]([O:33][CH3:34])=[O:32])[CH2:30][CH2:29][CH2:28][CH2:27][CH2:26][CH2:25][CH2:24]1)=[O:21].CCCCCC.C(OCC)(=O)C. (5) The reactants are: [CH:1]1([C:7]2[CH:12]=[CH:11][C:10]([S:13](Cl)(=[O:15])=[O:14])=[CH:9][CH:8]=2)[CH2:6][CH2:5][CH2:4][CH2:3][CH2:2]1.[NH2:17][C:18]1[CH:22]=[CH:21][S:20][C:19]=1[C:23]([O:25][CH3:26])=[O:24].N1C=CC=CC=1. Given the product [CH:1]1([C:7]2[CH:12]=[CH:11][C:10]([S:13]([NH:17][C:18]3[CH:22]=[CH:21][S:20][C:19]=3[C:23]([O:25][CH3:26])=[O:24])(=[O:15])=[O:14])=[CH:9][CH:8]=2)[CH2:6][CH2:5][CH2:4][CH2:3][CH2:2]1, predict the reactants needed to synthesize it. (6) Given the product [Cl:6][CH2:5][O:4][C:19](=[O:20])[CH2:18][CH2:17][CH2:16][NH:15][C:13]([O:12][C:8]([CH3:10])([CH3:9])[CH3:11])=[O:14], predict the reactants needed to synthesize it. The reactants are: S(Cl)([O:4][CH2:5][Cl:6])(=O)=O.[C:8]([O:12][C:13]([NH:15][CH2:16][CH2:17][CH2:18][C:19](O)=[O:20])=[O:14])([CH3:11])([CH3:10])[CH3:9].C([O-])(O)=O.[Na+]. (7) The reactants are: [CH3:1][N:2]([S:23]([C:26]1[S:27][CH:28]=[CH:29][CH:30]=1)(=[O:25])=[O:24])[C:3]1[CH:4]=[CH:5][CH:6]=[C:7]2[C:11]=1[NH:10][C:9]([C:12]1[S:13][CH:14]([CH2:17][C:18](OCC)=[O:19])[CH2:15][N:16]=1)=[CH:8]2.[BH4-].[Li+].O1CCCC1.C(O)(=O)CC(CC(O)=O)(C(O)=O)O. Given the product [OH:19][CH2:18][CH2:17][CH:14]1[S:13][C:12]([C:9]2[NH:10][C:11]3[C:7]([CH:8]=2)=[CH:6][CH:5]=[CH:4][C:3]=3[N:2]([CH3:1])[S:23]([C:26]2[S:27][CH:28]=[CH:29][CH:30]=2)(=[O:25])=[O:24])=[N:16][CH2:15]1, predict the reactants needed to synthesize it. (8) Given the product [OH:40][C:32]1[CH:33]=[C:34]([C:2]2[N:7]3[N:8]=[C:9]([NH:11][C:12]4[CH:20]=[CH:19][C:15]([C:16]([NH2:18])=[O:17])=[CH:14][CH:13]=4)[N:10]=[C:6]3[CH:5]=[CH:4][CH:3]=2)[CH:35]=[CH:38][CH:39]=1, predict the reactants needed to synthesize it. The reactants are: Br[C:2]1[N:7]2[N:8]=[C:9]([NH:11][C:12]3[CH:20]=[CH:19][C:15]([C:16]([NH2:18])=[O:17])=[CH:14][CH:13]=3)[N:10]=[C:6]2[CH:5]=[CH:4][CH:3]=1.BrC1N2N=C(N[C:32]3[CH:39]=[CH:38][C:35](C#N)=[CH:34][CH:33]=3)N=C2C=CC=1.[OH2:40].[OH-].[Na+]. (9) Given the product [F:1][C:2]([F:25])([F:26])[C:3]1[CH:4]=[C:5]([CH:18]=[C:19]([C:21]([F:23])([F:24])[F:22])[CH:20]=1)[O:6][CH2:7][CH2:8][CH2:9][CH2:10][CH2:11][CH2:12][C:13]([OH:15])=[O:14], predict the reactants needed to synthesize it. The reactants are: [F:1][C:2]([F:26])([F:25])[C:3]1[CH:4]=[C:5]([CH:18]=[C:19]([C:21]([F:24])([F:23])[F:22])[CH:20]=1)[O:6][CH2:7][CH2:8][CH2:9][CH2:10][CH2:11][CH2:12][C:13]([O:15]CC)=[O:14].[OH-].[Na+].